Dataset: Full USPTO retrosynthesis dataset with 1.9M reactions from patents (1976-2016). Task: Predict the reactants needed to synthesize the given product. (1) Given the product [Cl:27][C:28]1[CH:33]=[C:32]([Cl:34])[CH:31]=[CH:30][C:29]=1[CH2:35][NH:36][C:9]([C@H:6]1[CH2:7][CH2:8][C@@H:3]([N:2]([CH3:1])[C:12]2[N:17]=[C:16]([NH:18][CH3:19])[N:15]=[C:14]([N:20]3[CH2:25][CH2:24][N:23]([CH3:26])[CH2:22][CH2:21]3)[N:13]=2)[CH2:4][CH2:5]1)=[O:10], predict the reactants needed to synthesize it. The reactants are: [CH3:1][N:2]([C:12]1[N:17]=[C:16]([NH:18][CH3:19])[N:15]=[C:14]([N:20]2[CH2:25][CH2:24][N:23]([CH3:26])[CH2:22][CH2:21]2)[N:13]=1)[C@@H:3]1[CH2:8][CH2:7][C@H:6]([C:9](O)=[O:10])[CH2:5][CH2:4]1.[Cl:27][C:28]1[CH:33]=[C:32]([Cl:34])[CH:31]=[CH:30][C:29]=1[CH2:35][NH2:36].CCN=C=NCCCN(C)C.Cl. (2) Given the product [CH:19]1([CH2:24][C:25]2[NH:27][C:4](=[O:6])[C:3]([C:1]#[N:2])=[C:8]([NH:9][C:10]3[CH:11]=[N:12][CH:13]=[CH:14][CH:15]=3)[N:26]=2)[CH2:23][CH2:22][CH2:21][CH2:20]1, predict the reactants needed to synthesize it. The reactants are: [C:1]([C:3](=[C:8](SC)[NH:9][C:10]1[CH:11]=[N:12][CH:13]=[CH:14][CH:15]=1)[C:4]([O:6]C)=O)#[N:2].Cl.[CH:19]1([CH2:24][C:25]([NH2:27])=[NH:26])[CH2:23][CH2:22][CH2:21][CH2:20]1.C(N(CC)CC)C. (3) Given the product [O:1]1[C:5]2[CH:6]=[CH:7][C:8]([C:10]3([OH:17])[CH2:15][CH2:14][CH:13]([N:37]4[CH2:38][CH2:39][C:34]([CH2:40][CH:41]([CH3:43])[CH3:42])([C:32]([NH:31][CH2:30][C:29]5[CH:44]=[C:45]([C:47]([F:48])([F:49])[F:50])[CH:46]=[C:27]([C:26]([F:25])([F:51])[F:52])[CH:28]=5)=[O:33])[CH2:35][CH2:36]4)[CH2:12][CH2:11]3)=[CH:9][C:4]=2[O:3][CH2:2]1, predict the reactants needed to synthesize it. The reactants are: [O:1]1[C:5]2[CH:6]=[CH:7][C:8]([C:10]3([OH:17])[CH2:15][CH2:14][C:13](=O)[CH2:12][CH2:11]3)=[CH:9][C:4]=2[O:3][CH2:2]1.FC(F)(F)C(O)=O.[F:25][C:26]([F:52])([F:51])[C:27]1[CH:28]=[C:29]([CH:44]=[C:45]([C:47]([F:50])([F:49])[F:48])[CH:46]=1)[CH2:30][NH:31][C:32]([C:34]1([CH2:40][CH:41]([CH3:43])[CH3:42])[CH2:39][CH2:38][NH:37][CH2:36][CH2:35]1)=[O:33].C(N(CC)CC)C.C(O[BH-](OC(=O)C)OC(=O)C)(=O)C.[Na+]. (4) Given the product [Cl:1][C:2]1[CH:7]=[C:6]([Cl:8])[CH:5]=[CH:4][C:3]=1[O:9][C:17]1[C:18]([C:19]([O:21][CH2:22][CH3:23])=[O:20])=[CH:13][N:14]=[C:15]([CH:24]([CH3:25])[CH3:26])[N:16]=1, predict the reactants needed to synthesize it. The reactants are: [Cl:1][C:2]1[CH:7]=[C:6]([Cl:8])[CH:5]=[CH:4][C:3]=1[OH:9].[H-].[Na+].Cl[C:13]1[C:18]([C:19]([O:21][CH2:22][CH3:23])=[O:20])=[CH:17][N:16]=[C:15]([CH:24]([CH3:26])[CH3:25])[N:14]=1.O. (5) Given the product [N:24]([CH2:6][C@@H:7]1[O:11][C:10](=[O:12])[N:9]([C:13]2[CH:18]=[CH:17][C:16]([C:19]3[CH:23]=[CH:22][O:21][N:20]=3)=[CH:15][CH:14]=2)[CH2:8]1)=[N+:25]=[N-:26], predict the reactants needed to synthesize it. The reactants are: CS(O[CH2:6][C@@H:7]1[O:11][C:10](=[O:12])[N:9]([C:13]2[CH:18]=[CH:17][C:16]([C:19]3[CH:23]=[CH:22][O:21][N:20]=3)=[CH:15][CH:14]=2)[CH2:8]1)(=O)=O.[N-:24]=[N+:25]=[N-:26].[Na+].CCOC(C)=O.